From a dataset of TCR-epitope binding with 47,182 pairs between 192 epitopes and 23,139 TCRs. Binary Classification. Given a T-cell receptor sequence (or CDR3 region) and an epitope sequence, predict whether binding occurs between them. (1) The epitope is KAFSPEVIPMF. The TCR CDR3 sequence is CASSGQDYGYTF. Result: 1 (the TCR binds to the epitope). (2) The epitope is GMFNMLSTVLGVS. The TCR CDR3 sequence is CASSAPRTGELFF. Result: 0 (the TCR does not bind to the epitope). (3) The epitope is VLWAHGFEL. The TCR CDR3 sequence is CASSLATGGYEAFF. Result: 1 (the TCR binds to the epitope). (4) The epitope is DPFRLLQNSQVFS. The TCR CDR3 sequence is CASSLGRSDTQYF. Result: 1 (the TCR binds to the epitope). (5) The epitope is ILGLPTQTV. The TCR CDR3 sequence is CASSPDTLLTYEQYF. Result: 0 (the TCR does not bind to the epitope). (6) The epitope is IPSINVHHY. The TCR CDR3 sequence is CASSPHEDSDTGELFF. Result: 0 (the TCR does not bind to the epitope).